Task: Binary Classification. Given a miRNA mature sequence and a target amino acid sequence, predict their likelihood of interaction.. Dataset: Experimentally validated miRNA-target interactions with 360,000+ pairs, plus equal number of negative samples (1) The miRNA is hsa-miR-8055 with sequence CUUUGAGCACAUGAGCAGACGGA. The protein sequence of the target gene is MAERTMAMPTQIPADGDTQKENNIRCLTTIGHFGFECLPNQLVSRSIRQGFTFNILCVGETGIGKSTLIDTLFNTNLKDNKSSHFYSNVGLQIQTYELQESNVQLKLTVVETVGYGDQIDKEASYQPIVDYIDAQFEAYLQEELKIKRSLFEYHDSRVHVCLYFISPTGHSLKSLDLLTMKNLDSKVNIIPLIAKADTISKNDLQTFKNKIMSELISNGIQIYQLPTDEETAAQANSSVSGLLPFAVVGSTDEVKVGKRMVRGRHYPWGVLQVENENHCDFVKLRDMLLCTNMENLKEKT.... Result: 1 (interaction). (2) The miRNA is hsa-miR-504-3p with sequence GGGAGUGCAGGGCAGGGUUUC. The protein sequence of the target gene is MDSALSDPHNGSAEAGGPTNSTTRPPSTPEGIALAYGSLLLMALLPIFFGALRSVRCARGKNASDMPETITSRDAARFPIIASCTLLGLYLFFKIFSQEYINLLLSMYFFVLGILALSHTISPFMNKFFPASFPNRQYQLLFTQGSGENKEEIINYEFDTKDLVCLGLSSIVGVWYLLRKHWIANNLFGLAFSLNGVELLHLNNVSTGCILLGGLFIYDVFWVFGTNVMVTVAKSFEAPIKLVFPQDLLEKGLEANNFAMLGLGDVVIPGIFIALLLRFDISLKKNTHTYFYTSFAAYIF.... Result: 1 (interaction).